From a dataset of Forward reaction prediction with 1.9M reactions from USPTO patents (1976-2016). Predict the product of the given reaction. Given the reactants [NH2:1][C:2]1[CH:7]=[CH:6][C:5]([OH:8])=[CH:4][CH:3]=1.CC([O-])(C)C.[K+].[Cl:15][C:16]1[CH:17]=[N:18][CH:19]=[C:20]([Cl:23])[C:21]=1Cl, predict the reaction product. The product is: [Cl:15][C:16]1[CH:17]=[N:18][CH:19]=[C:20]([Cl:23])[C:21]=1[O:8][C:5]1[CH:6]=[CH:7][C:2]([NH2:1])=[CH:3][CH:4]=1.